This data is from Catalyst prediction with 721,799 reactions and 888 catalyst types from USPTO. The task is: Predict which catalyst facilitates the given reaction. (1) Reactant: [NH2:1][C:2]1[CH:10]=[CH:9][CH:8]=[C:7]2[C:3]=1[CH:4]=[C:5]([CH3:17])[N:6]2[CH2:11][C:12]([O:14][CH2:15][CH3:16])=[O:13].C(N(CC)CC)C.[C:25](Cl)(=[O:27])[CH3:26].O. Product: [C:25]([NH:1][C:2]1[CH:10]=[CH:9][CH:8]=[C:7]2[C:3]=1[CH:4]=[C:5]([CH3:17])[N:6]2[CH2:11][C:12]([O:14][CH2:15][CH3:16])=[O:13])(=[O:27])[CH3:26]. The catalyst class is: 13. (2) Reactant: [NH2:1][C:2]1[N:6]([C:7]2[CH:8]=[C:9]([CH:16]=[CH:17][C:18]=2[CH3:19])[C:10]([NH:12][CH:13]2[CH2:15][CH2:14]2)=[O:11])[CH:5]=[N:4][C:3]=1[C:20](=[O:28])[C:21]1[CH:26]=[CH:25][CH:24]=[C:23](Br)[CH:22]=1.O.O1[CH2:35][CH2:34]OCC1. Product: [NH2:1][C:2]1[N:6]([C:7]2[CH:8]=[C:9]([CH:16]=[CH:17][C:18]=2[CH3:19])[C:10]([NH:12][CH:13]2[CH2:15][CH2:14]2)=[O:11])[CH:5]=[N:4][C:3]=1[C:20](=[O:28])[C:21]1[CH:26]=[CH:25][CH:24]=[C:23]([C:35]2[CH:34]=[N:4][CH:3]=[CH:2][N:1]=2)[CH:22]=1. The catalyst class is: 73. (3) Reactant: [CH2:1]([O:3][P:4]([C:9]([C:12]1[CH:17]=[CH:16][C:15]([CH2:18][NH:19][S:20]([C:23]2[CH:28]=[CH:27][CH:26]=[CH:25][CH:24]=2)(=[O:22])=[O:21])=[CH:14][CH:13]=1)([F:11])[F:10])(=[O:8])[O:5][CH2:6][CH3:7])[CH3:2].[H-].[Na+].[CH2:31]([O:33][P:34]([C:39]([C:42]1[CH:47]=[CH:46][C:45]([CH2:48]Br)=[CH:44][C:43]=1[Br:50])([F:41])[F:40])(=[O:38])[O:35][CH2:36][CH3:37])[CH3:32]. Product: [CH2:31]([O:33][P:34]([C:39]([C:42]1[CH:47]=[CH:46][C:45]([CH2:48][N:19]([S:20]([C:23]2[CH:24]=[CH:25][CH:26]=[CH:27][CH:28]=2)(=[O:22])=[O:21])[CH2:18][C:15]2[CH:16]=[CH:17][C:12]([C:9]([P:4]([O:5][CH2:6][CH3:7])([O:3][CH2:1][CH3:2])=[O:8])([F:10])[F:11])=[CH:13][CH:14]=2)=[CH:44][C:43]=1[Br:50])([F:41])[F:40])(=[O:38])[O:35][CH2:36][CH3:37])[CH3:32]. The catalyst class is: 3. (4) Reactant: Cl[C:2]1[N:7]=[C:6]([N:8]2[CH2:12][CH2:11][C@:10]([CH:15]3[CH2:17][CH2:16]3)([C:13]#[N:14])[C:9]2=[O:18])[CH:5]=[CH:4][N:3]=1.[NH2:19][C:20]1[CH:21]=[N:22][N:23]([C:25]([CH3:29])([CH3:28])[CH2:26][OH:27])[CH:24]=1.C(O)(=O)C. Product: [CH:15]1([C@:10]2([C:13]#[N:14])[CH2:11][CH2:12][N:8]([C:6]3[CH:5]=[CH:4][N:3]=[C:2]([NH:19][C:20]4[CH:21]=[N:22][N:23]([C:25]([CH3:29])([CH3:28])[CH2:26][OH:27])[CH:24]=4)[N:7]=3)[C:9]2=[O:18])[CH2:17][CH2:16]1. The catalyst class is: 8.